From a dataset of Forward reaction prediction with 1.9M reactions from USPTO patents (1976-2016). Predict the product of the given reaction. (1) The product is: [C:1]1([S:7]([N:10]2[CH2:15][CH2:14][CH:13]([N:17]3[CH2:22][CH2:21][CH2:20][CH2:19][CH:18]3[CH2:23][CH2:24][OH:25])[CH2:12][CH2:11]2)(=[O:9])=[O:8])[CH:6]=[CH:5][CH:4]=[CH:3][CH:2]=1. Given the reactants [C:1]1([S:7]([N:10]2[CH2:15][CH2:14][C:13](=O)[CH2:12][CH2:11]2)(=[O:9])=[O:8])[CH:6]=[CH:5][CH:4]=[CH:3][CH:2]=1.[NH:17]1[CH2:22][CH2:21][CH2:20][CH2:19][CH:18]1[CH2:23][CH2:24][OH:25].CC(O)=O.[BH3-]C#N.[Na+], predict the reaction product. (2) The product is: [OH:2][C:3]1[CH:4]=[C:5]2[C:9](=[CH:10][CH:11]=1)[C:8](=[O:12])[N:7]([CH2:13][CH2:14][OH:15])[CH2:6]2. Given the reactants C[O:2][C:3]1[CH:4]=[C:5]2[C:9](=[CH:10][CH:11]=1)[C:8](=[O:12])[N:7]([CH2:13][CH2:14][O:15]C)[CH2:6]2.B(Br)(Br)Br.CO, predict the reaction product.